From a dataset of Catalyst prediction with 721,799 reactions and 888 catalyst types from USPTO. Predict which catalyst facilitates the given reaction. (1) Reactant: [BH4-].[Na+].[CH:3]([C:5]1[CH:6]=[C:7]2[C:12](=[CH:13][CH:14]=1)[CH:11]=[C:10]([S:15]([CH2:18][CH2:19][C:20]([O:22][C:23]([CH3:26])([CH3:25])[CH3:24])=[O:21])(=[O:17])=[O:16])[CH:9]=[CH:8]2)=[O:4]. Product: [OH:4][CH2:3][C:5]1[CH:6]=[C:7]2[C:12](=[CH:13][CH:14]=1)[CH:11]=[C:10]([S:15]([CH2:18][CH2:19][C:20]([O:22][C:23]([CH3:26])([CH3:25])[CH3:24])=[O:21])(=[O:17])=[O:16])[CH:9]=[CH:8]2. The catalyst class is: 8. (2) Reactant: [H-].[Na+].[OH:3][C:4]([C:10]1[CH:15]=[CH:14][C:13]([I:16])=[CH:12][CH:11]=1)=[C:5]([C:8]#[N:9])[C:6]#[N:7].S(OC)(O[CH3:21])(=O)=O. Product: [I:16][C:13]1[CH:12]=[CH:11][C:10]([C:4]([O:3][CH3:21])=[C:5]([C:6]#[N:7])[C:8]#[N:9])=[CH:15][CH:14]=1. The catalyst class is: 7.